Dataset: Forward reaction prediction with 1.9M reactions from USPTO patents (1976-2016). Task: Predict the product of the given reaction. (1) Given the reactants [Br:1][C:2]1[C:7]([O:8]COC)=[CH:6][N:5]=[C:4]([CH3:12])[CH:3]=1.Cl, predict the reaction product. The product is: [Br:1][C:2]1[CH:3]=[C:4]([CH3:12])[N:5]=[CH:6][C:7]=1[OH:8]. (2) Given the reactants Br[CH2:2][CH2:3][CH2:4][CH2:5][O:6][C:7]1[CH:22]=[CH:21][C:10]2[C:11]([C:14]3[CH:19]=[CH:18][C:17]([Br:20])=[CH:16][CH:15]=3)=[N:12][S:13][C:9]=2[CH:8]=1.[C:23]([N:26]1[CH2:31][CH2:30][NH:29][CH2:28][CH2:27]1)(=[O:25])[CH3:24], predict the reaction product. The product is: [Br:20][C:17]1[CH:18]=[CH:19][C:14]([C:11]2[C:10]3[CH:21]=[CH:22][C:7]([O:6][CH2:5][CH2:4][CH2:3][CH2:2][N:29]4[CH2:30][CH2:31][N:26]([C:23](=[O:25])[CH3:24])[CH2:27][CH2:28]4)=[CH:8][C:9]=3[S:13][N:12]=2)=[CH:15][CH:16]=1.